This data is from Forward reaction prediction with 1.9M reactions from USPTO patents (1976-2016). The task is: Predict the product of the given reaction. (1) Given the reactants O=P(Cl)(Cl)[Cl:3].[CH2:6]([O:13][C:14]1[C:23]2[C:18](=[C:19]([CH3:26])[C:20]([O:24][CH3:25])=[CH:21][CH:22]=2)[N+:17]([O-])=[CH:16][CH:15]=1)[C:7]1[CH:12]=[CH:11][CH:10]=[CH:9][CH:8]=1, predict the reaction product. The product is: [CH2:6]([O:13][C:14]1[C:23]2[C:18](=[C:19]([CH3:26])[C:20]([O:24][CH3:25])=[CH:21][CH:22]=2)[N:17]=[C:16]([Cl:3])[CH:15]=1)[C:7]1[CH:12]=[CH:11][CH:10]=[CH:9][CH:8]=1. (2) Given the reactants C(O)(C(F)(F)F)=O.[Br:8][C:9]1[CH:14]=[C:13]([CH3:15])[C:12]([CH2:16]/[CH:17]=[CH:18]/[C:19]([O:21]C(C)(C)C)=[O:20])=[C:11]([CH3:26])[CH:10]=1, predict the reaction product. The product is: [Br:8][C:9]1[CH:10]=[C:11]([CH3:26])[C:12]([CH2:16]/[CH:17]=[CH:18]/[C:19]([OH:21])=[O:20])=[C:13]([CH3:15])[CH:14]=1. (3) Given the reactants [Cl:1][C:2]1[CH:7]=[CH:6][C:5]([CH2:8][C:9]2[C:18]3[C:13](=[CH:14][CH:15]=[CH:16][CH:17]=3)[C:12](=[O:19])[N:11]([CH2:20][C@H:21]3[CH2:25][CH2:24][CH2:23][N:22]3[CH2:26][CH2:27][CH2:28][NH:29]C(=O)OC(C)(C)C)[N:10]=2)=[CH:4][CH:3]=1.Cl, predict the reaction product. The product is: [NH2:29][CH2:28][CH2:27][CH2:26][N:22]1[CH2:23][CH2:24][CH2:25][C@@H:21]1[CH2:20][N:11]1[N:10]=[C:9]([CH2:8][C:5]2[CH:6]=[CH:7][C:2]([Cl:1])=[CH:3][CH:4]=2)[C:18]2[C:13](=[CH:14][CH:15]=[CH:16][CH:17]=2)[C:12]1=[O:19]. (4) Given the reactants [C:1]([OH:9])(=O)[C:2]1[CH:7]=[CH:6][CH:5]=[CH:4][CH:3]=1.[CH2:10](Cl)[CH2:11]Cl.[CH:14]1[CH:15]=[CH:16][C:17]2[N:22](O)N=[N:20][C:18]=2[CH:19]=1.[CH3:24]CN(C(C)C)C(C)C.Cl.[CH3:34][O:35][C:36](=[O:41])[C@H:37]([CH2:39][OH:40])[NH2:38], predict the reaction product. The product is: [CH3:24][N:22]1[C:17]2[CH:16]=[CH:15][CH:14]=[CH:19][C:18]=2[N:20]=[C:10]1[CH2:11][C:5]1[CH:4]=[CH:3][C:2]([C:1]([NH:38][C@H:37]([C:36]([O:35][CH3:34])=[O:41])[CH2:39][OH:40])=[O:9])=[CH:7][CH:6]=1. (5) Given the reactants [Li+:1].[OH-].CO.[C:5]([C:11]1[CH:19]=[CH:18][CH:17]=[CH:16][C:12]=1[C:13]([OH:15])=[O:14])(=[O:10])[CH2:6][CH2:7][CH2:8][CH3:9], predict the reaction product. The product is: [C:5]([C:11]1[CH:19]=[CH:18][CH:17]=[CH:16][C:12]=1[C:13]([O-:15])=[O:14])(=[O:10])[CH2:6][CH2:7][CH2:8][CH3:9].[Li+:1]. (6) Given the reactants C([O:3][C:4]([C:6]1[CH:7]=[C:8]2[C:14]([C:15]3[CH:19]=[CH:18][O:17][CH:16]=3)=[CH:13][N:12](S(C3C=CC=CC=3)(=O)=O)[C:9]2=[N:10][CH:11]=1)=[O:5])C.[OH-].[Na+].C(O)(=O)C, predict the reaction product. The product is: [O:17]1[CH:18]=[CH:19][C:15]([C:14]2[C:8]3[C:9](=[N:10][CH:11]=[C:6]([C:4]([OH:5])=[O:3])[CH:7]=3)[NH:12][CH:13]=2)=[CH:16]1. (7) Given the reactants [CH3:1][C@H:2]1[CH2:7][CH2:6][CH2:5][C@@H:4]([CH3:8])[N:3]1[C:9]1[N:13]2[CH:14]=[C:15]([O:18][C@H:19]3[C:28]4[C:23](=[CH:24][CH:25]=[CH:26][CH:27]=4)[C@@H:22]([NH2:29])[CH2:21][CH2:20]3)[CH:16]=[CH:17][C:12]2=[N:11][N:10]=1.ClC(Cl)(Cl)C[O:33][C:34](=O)[NH:35][C:36]1[N:37]([C:45]2[CH:50]=[CH:49][CH:48]=[C:47]([CH2:51][OH:52])[CH:46]=2)[N:38]=[C:39]([C:41]([CH3:44])([CH3:43])[CH3:42])[CH:40]=1.CCN(C(C)C)C(C)C, predict the reaction product. The product is: [C:41]([C:39]1[CH:40]=[C:36]([NH:35][C:34]([NH:29][C@@H:22]2[C:23]3[C:28](=[CH:27][CH:26]=[CH:25][CH:24]=3)[C@H:19]([O:18][C:15]3[CH:16]=[CH:17][C:12]4[N:13]([C:9]([N:3]5[C@H:2]([CH3:1])[CH2:7][CH2:6][CH2:5][C@@H:4]5[CH3:8])=[N:10][N:11]=4)[CH:14]=3)[CH2:20][CH2:21]2)=[O:33])[N:37]([C:45]2[CH:50]=[CH:49][CH:48]=[C:47]([CH2:51][OH:52])[CH:46]=2)[N:38]=1)([CH3:44])([CH3:42])[CH3:43].